Dataset: Peptide-MHC class II binding affinity with 134,281 pairs from IEDB. Task: Regression. Given a peptide amino acid sequence and an MHC pseudo amino acid sequence, predict their binding affinity value. This is MHC class II binding data. (1) The peptide sequence is NSYIAEMETESWIVDKK. The MHC is HLA-DQA10102-DQB10501 with pseudo-sequence HLA-DQA10102-DQB10501. The binding affinity (normalized) is 0.399. (2) The peptide sequence is PVCAHRETTIVSFGYSLYAG. The MHC is DRB1_1501 with pseudo-sequence DRB1_1501. The binding affinity (normalized) is 0.689. (3) The peptide sequence is WLDAKSTWYGKPTAA. The MHC is HLA-DQA10301-DQB10302 with pseudo-sequence HLA-DQA10301-DQB10302. The binding affinity (normalized) is 0.0734. (4) The peptide sequence is YAAALVAMPTLAELA. The MHC is DRB4_0101 with pseudo-sequence DRB4_0103. The binding affinity (normalized) is 0.561. (5) The peptide sequence is HDYEGLSYRSLQPET. The MHC is DRB1_0401 with pseudo-sequence DRB1_0401. The binding affinity (normalized) is 0.137.